This data is from Forward reaction prediction with 1.9M reactions from USPTO patents (1976-2016). The task is: Predict the product of the given reaction. (1) Given the reactants [N:1]1[C:10]2[C:5](=[CH:6][CH:7]=[CH:8][CH:9]=2)[N:4]=[CH:3][C:2]=1[C:11](Cl)=[O:12].[CH3:14][CH:15]1[CH2:20][CH2:19][CH2:18][CH:17]([NH2:21])[CH2:16]1, predict the reaction product. The product is: [CH3:14][CH:15]1[CH2:20][CH2:19][CH2:18][CH:17]([NH:21][C:11]([C:2]2[CH:3]=[N:4][C:5]3[C:10](=[CH:9][CH:8]=[CH:7][CH:6]=3)[N:1]=2)=[O:12])[CH2:16]1. (2) The product is: [C:20]([O:24][C:25]([N:27]1[CH2:32][CH2:31][N:30]([CH2:11][C:10]2[CH:17]=[CH:18][CH:19]=[C:8]([C:6]3[CH:5]=[CH:4][N:3]=[C:2]([Cl:1])[N:7]=3)[CH:9]=2)[CH2:29][C@H:28]1[CH3:33])=[O:26])([CH3:23])([CH3:21])[CH3:22]. Given the reactants [Cl:1][C:2]1[N:7]=[C:6]([C:8]2[CH:9]=[C:10]([CH:17]=[CH:18][CH:19]=2)[CH2:11]OS(C)(=O)=O)[CH:5]=[CH:4][N:3]=1.[C:20]([O:24][C:25]([N:27]1[CH2:32][CH2:31][NH:30][CH2:29][C@H:28]1[CH3:33])=[O:26])([CH3:23])([CH3:22])[CH3:21].C(N(C(C)C)CC)(C)C, predict the reaction product. (3) Given the reactants [F:1][C:2]1[CH:7]=[CH:6][C:5]([C:8]2[C:9](=[O:19])[C:10]([C:14]([O:16]CC)=[O:15])=[CH:11][NH:12][CH:13]=2)=[CH:4][CH:3]=1.[OH-].[Na+].Cl, predict the reaction product. The product is: [F:1][C:2]1[CH:3]=[CH:4][C:5]([C:8]2[C:9](=[O:19])[C:10]([C:14]([OH:16])=[O:15])=[CH:11][NH:12][CH:13]=2)=[CH:6][CH:7]=1. (4) Given the reactants [CH:1]1([N:4]2[C:12]3[CH2:11][CH2:10][CH2:9][CH2:8][C:7]=3[C:6]3[C:13](OS(C(F)(F)F)(=O)=O)=[C:14]([C:18]([O:20][CH2:21][CH3:22])=[O:19])[C:15]([CH3:17])=[N:16][C:5]2=3)[CH2:3][CH2:2]1.[Cl:31][C:32]1[CH:33]=[C:34](B2OC(C)(C)C(C)(C)O2)[C:35]([CH3:42])=[C:36]2[C:41]=1[O:40][CH2:39][CH2:38][CH2:37]2.C([O-])([O-])=O.[Na+].[Na+], predict the reaction product. The product is: [Cl:31][C:32]1[CH:33]=[C:34]([C:13]2[C:6]3[C:7]4[CH2:8][CH2:9][CH2:10][CH2:11][C:12]=4[N:4]([CH:1]4[CH2:3][CH2:2]4)[C:5]=3[N:16]=[C:15]([CH3:17])[C:14]=2[C:18]([O:20][CH2:21][CH3:22])=[O:19])[C:35]([CH3:42])=[C:36]2[C:41]=1[O:40][CH2:39][CH2:38][CH2:37]2. (5) Given the reactants [CH2:1]([NH:3][C:4]1[CH:12]=[CH:11][C:7]([C:8]([OH:10])=[O:9])=[CH:6][C:5]=1[N+:13]([O-])=O)[CH3:2], predict the reaction product. The product is: [NH2:13][C:5]1[CH:6]=[C:7]([CH:11]=[CH:12][C:4]=1[NH:3][CH2:1][CH3:2])[C:8]([OH:10])=[O:9]. (6) Given the reactants [Br:1][C:2]1[C:3]([N+:16]([O-])=O)=[C:4]([NH:8][C@@H:9]([CH3:15])[C:10](OCC)=[O:11])[CH:5]=[CH:6][CH:7]=1.CCO.Cl.CCOC(C)=O, predict the reaction product. The product is: [Br:1][C:2]1[CH:7]=[CH:6][CH:5]=[C:4]2[C:3]=1[NH:16][C:10](=[O:11])[C@H:9]([CH3:15])[NH:8]2. (7) Given the reactants [CH3:1][O:2][C:3]1[CH:8]=[CH:7][C:6]([N+:9]([O-:11])=[O:10])=[CH:5][C:4]=1[OH:12].C([O-])([O-])=O.[K+].[K+].[C:19](OCCBr)(=[O:21])[CH3:20].[NH4+].[Cl-].CO[Na], predict the reaction product. The product is: [CH3:1][O:2][C:3]1[CH:8]=[CH:7][C:6]([N+:9]([O-:11])=[O:10])=[CH:5][C:4]=1[O:12][CH2:20][CH2:19][OH:21]. (8) Given the reactants [NH2:1][C:2]1[CH:10]=[C:9]([C:11]2[CH:12]=[C:13]([NH:19][S:20]([CH3:23])(=[O:22])=[O:21])[C:14]([O:17][CH3:18])=[N:15][CH:16]=2)[CH:8]=[C:7]2[C:3]=1[CH:4]=[N:5][N:6]2[S:24]([C:27]1[CH:32]=[CH:31][CH:30]=[CH:29][CH:28]=1)(=[O:26])=[O:25].N1C=CC=CC=1.[Cl:39][CH2:40][C:41]1[N:46]=[C:45]([C:47](Cl)=[O:48])[CH:44]=[CH:43][CH:42]=1.C(=O)(O)[O-].[Na+], predict the reaction product. The product is: [Cl:39][CH2:40][C:41]1[N:46]=[C:45]([C:47]([NH:1][C:2]2[CH:10]=[C:9]([C:11]3[CH:16]=[N:15][C:14]([O:17][CH3:18])=[C:13]([NH:19][S:20]([CH3:23])(=[O:22])=[O:21])[CH:12]=3)[CH:8]=[C:7]3[C:3]=2[CH:4]=[N:5][N:6]3[S:24]([C:27]2[CH:32]=[CH:31][CH:30]=[CH:29][CH:28]=2)(=[O:26])=[O:25])=[O:48])[CH:44]=[CH:43][CH:42]=1.